The task is: Predict the product of the given reaction.. This data is from Forward reaction prediction with 1.9M reactions from USPTO patents (1976-2016). (1) Given the reactants C[O:2][C:3](=[O:27])[CH2:4][CH2:5][C:6]1[CH:10]=[C:9]([CH3:11])[N:8]([CH2:12][C:13]2[CH:18]=[C:17](Br)[CH:16]=[CH:15][C:14]=2[O:20][CH2:21][CH:22]([CH2:25][CH3:26])[CH2:23][CH3:24])[N:7]=1.[C:28]1(B(O)O)[CH:33]=[CH:32][CH:31]=[CH:30][CH:29]=1, predict the reaction product. The product is: [CH2:23]([CH:22]([CH2:25][CH3:26])[CH2:21][O:20][C:14]1[CH:15]=[CH:16][C:17]([C:28]2[CH:33]=[CH:32][CH:31]=[CH:30][CH:29]=2)=[CH:18][C:13]=1[CH2:12][N:8]1[C:9]([CH3:11])=[CH:10][C:6]([CH2:5][CH2:4][C:3]([OH:2])=[O:27])=[N:7]1)[CH3:24]. (2) Given the reactants [CH3:1][C:2]1[C:11]2[NH:10][C:9](=[O:12])[CH2:8][O:7][C:6]=2[CH:5]=[CH:4][CH:3]=1.[C:13](Cl)(=[O:15])[CH3:14].[Al+3].[Cl-].[Cl-].[Cl-], predict the reaction product. The product is: [C:13]([C:3]1[CH:4]=[CH:5][C:6]2[O:7][CH2:8][C:9](=[O:12])[NH:10][C:11]=2[C:2]=1[CH3:1])(=[O:15])[CH3:14]. (3) Given the reactants Br[C:2]1[C:7]2[S:8][C:9]3[CH:14]=[CH:13][CH:12]=[CH:11][C:10]=3[C:6]=2[CH:5]=[CH:4][CH:3]=1.[C:15]1([N:21]2[C:33]3[CH:32]=[CH:31][C:30]([C:34]4[CH:35]=[CH:36][C:37]5[NH:38][C:39]6[C:44]([C:45]=5[CH:46]=4)=[CH:43][CH:42]=[CH:41][CH:40]=6)=[CH:29][C:28]=3[C:27]3[C:22]2=[CH:23][CH:24]=[CH:25][CH:26]=3)[CH:20]=[CH:19][CH:18]=[CH:17][CH:16]=1.CC(C)([O-])C.[Na+], predict the reaction product. The product is: [CH:5]1[C:6]2[C:10]3[CH:11]=[CH:12][CH:13]=[CH:14][C:9]=3[S:8][C:7]=2[C:2]([N:38]2[C:37]3[CH:36]=[CH:35][C:34]([C:30]4[CH:31]=[CH:32][C:33]5[N:21]([C:15]6[CH:20]=[CH:19][CH:18]=[CH:17][CH:16]=6)[C:22]6[C:27]([C:28]=5[CH:29]=4)=[CH:26][CH:25]=[CH:24][CH:23]=6)=[CH:46][C:45]=3[C:44]3[C:39]2=[CH:40][CH:41]=[CH:42][CH:43]=3)=[CH:3][CH:4]=1.